Task: Predict the product of the given reaction.. Dataset: Forward reaction prediction with 1.9M reactions from USPTO patents (1976-2016) (1) Given the reactants [C:1]([O:5][C:6]([N:8]1[CH2:13][CH2:12][N:11]([C:14](=[S:16])[NH2:15])[CH2:10][CH2:9]1)=[O:7])([CH3:4])([CH3:3])[CH3:2].[CH3:17][O:18][C:19]1[CH:24]=[CH:23][C:22]([C:25](=O)[CH:26]([C:28]2[CH:33]=[CH:32][C:31]([O:34][CH3:35])=[CH:30][CH:29]=2)Br)=[CH:21][CH:20]=1, predict the reaction product. The product is: [C:1]([O:5][C:6]([N:8]1[CH2:9][CH2:10][N:11]([C:14]2[S:16][C:26]([C:28]3[CH:33]=[CH:32][C:31]([O:34][CH3:35])=[CH:30][CH:29]=3)=[C:25]([C:22]3[CH:21]=[CH:20][C:19]([O:18][CH3:17])=[CH:24][CH:23]=3)[N:15]=2)[CH2:12][CH2:13]1)=[O:7])([CH3:4])([CH3:2])[CH3:3]. (2) Given the reactants [CH3:1][N:2]1[CH:6]=[C:5]([C:7]2[CH:8]=[N:9][C:10]3[C:15]([CH:16]=2)=[CH:14][C:13]([CH2:17][C:18]([OH:20])=[O:19])=[CH:12][CH:11]=3)[CH:4]=[N:3]1.S(Cl)(Cl)=O.[CH3:25]O, predict the reaction product. The product is: [CH3:25][O:19][C:18](=[O:20])[CH2:17][C:13]1[CH:14]=[C:15]2[C:10](=[CH:11][CH:12]=1)[N:9]=[CH:8][C:7]([C:5]1[CH:4]=[N:3][N:2]([CH3:1])[CH:6]=1)=[CH:16]2. (3) Given the reactants Cl[C:2]1[N:3]=[C:4]([N:11]2[CH2:16][CH2:15][O:14][CH2:13][CH2:12]2)[C:5]2[N:10]=[CH:9][S:8][C:6]=2[N:7]=1.CC1(C)C(C)(C)OB([C:25]2[CH:26]=[N:27][C:28]([NH2:31])=[N:29][CH:30]=2)O1, predict the reaction product. The product is: [O:14]1[CH2:15][CH2:16][N:11]([C:4]2[C:5]3[N:10]=[CH:9][S:8][C:6]=3[N:7]=[C:2]([C:25]3[CH:26]=[N:27][C:28]([NH2:31])=[N:29][CH:30]=3)[N:3]=2)[CH2:12][CH2:13]1. (4) Given the reactants [C:1]([C:4]1[CH:9]=[CH:8][C:7](B(O)O)=[CH:6][CH:5]=1)(=[O:3])[CH3:2].[Br:13][C:14]1[CH:19]=[CH:18][CH:17]=[CH:16][C:15]=1Br, predict the reaction product. The product is: [Br:13][C:14]1[CH:19]=[CH:18][CH:17]=[CH:16][C:15]=1[C:7]1[CH:8]=[CH:9][C:4]([C:1](=[O:3])[CH3:2])=[CH:5][CH:6]=1. (5) Given the reactants Br[C:2]1[CH:3]=[C:4]([NH:10][C@H:11]([CH2:15][CH:16]([CH3:18])[CH3:17])[C:12]([NH2:14])=[O:13])[CH:5]=[CH:6][C:7]=1[C:8]#[N:9].[NH2:19][C:20]1[O:24][N:23]=[C:22]([CH3:25])[CH:21]=1.O.O.O.[O-]C1C=CC=CC=1.[Na+].CC1(C)C2C(=C(P(C3C=CC=CC=3)C3C=CC=CC=3)C=CC=2)OC2C(P(C3C=CC=CC=3)C3C=CC=CC=3)=CC=CC1=2, predict the reaction product. The product is: [C:8]([C:7]1[CH:6]=[CH:5][C:4]([NH:10][C@H:11]([CH2:15][CH:16]([CH3:18])[CH3:17])[C:12]([NH2:14])=[O:13])=[CH:3][C:2]=1[NH:19][C:20]1[O:24][N:23]=[C:22]([CH3:25])[CH:21]=1)#[N:9].